This data is from Buchwald-Hartwig C-N cross coupling reaction yields with 55,370 reactions. The task is: Predict the reaction yield, written as a fraction of the theoretical maximum amount of product (1.0 means a 100% yield; for example, 0.34 means a 34% yield). (1) The reactants are CCc1ccc(Br)cc1.Cc1ccc(N)cc1.O=S(=O)(O[Pd]1c2ccccc2-c2ccccc2N~1)C(F)(F)F.COc1ccc(OC)c(P(C(C)(C)C)C(C)(C)C)c1-c1c(C(C)C)cc(C(C)C)cc1C(C)C.CN1CCCN2CCCN=C12.CCOC(=O)c1cnoc1C. No catalyst specified. The product is CCc1ccc(Nc2ccc(C)cc2)cc1. The yield is 0.454. (2) The reactants are COc1ccc(I)cc1.Cc1ccc(N)cc1.O=S(=O)(O[Pd]1c2ccccc2-c2ccccc2N~1)C(F)(F)F.COc1ccc(OC)c(P(C(C)(C)C)C(C)(C)C)c1-c1c(C(C)C)cc(C(C)C)cc1C(C)C.CN(C)C(=NC(C)(C)C)N(C)C.c1ccc(-c2cnoc2)cc1. No catalyst specified. The product is COc1ccc(Nc2ccc(C)cc2)cc1. The yield is 0.338. (3) The reactants are COc1ccc(Br)cc1.Cc1ccc(N)cc1.O=S(=O)(O[Pd]1c2ccccc2-c2ccccc2N~1)C(F)(F)F.CC(C)c1cc(C(C)C)c(-c2ccccc2P(C2CCCCC2)C2CCCCC2)c(C(C)C)c1.CCN=P(N=P(N(C)C)(N(C)C)N(C)C)(N(C)C)N(C)C.c1ccc(CN(Cc2ccccc2)c2ccon2)cc1. No catalyst specified. The product is COc1ccc(Nc2ccc(C)cc2)cc1. The yield is 0.445. (4) The reactants are Clc1cccnc1.Cc1ccc(N)cc1.O=S(=O)(O[Pd]1c2ccccc2-c2ccccc2N~1)C(F)(F)F.CC(C)c1cc(C(C)C)c(-c2ccccc2P(C(C)(C)C)C(C)(C)C)c(C(C)C)c1.CN1CCCN2CCCN=C12.Cc1ccon1. No catalyst specified. The product is Cc1ccc(Nc2cccnc2)cc1. The yield is 0.308.